Task: Predict the reaction yield, written as a fraction of the theoretical maximum amount of product (1.0 means a 100% yield; for example, 0.34 means a 34% yield).. Dataset: Reaction yield outcomes from USPTO patents with 853,638 reactions (1) The reactants are ClC1C=CC=CC=1C1C(O)=CC=CC=1Cl.[Cl:16][C:17]1[C:22]([C:23]2[CH:28]=[CH:27][CH:26]=[CH:25][C:24]=2[CH3:29])=[C:21]([O:30]C)[CH:20]=[CH:19][CH:18]=1. No catalyst specified. The product is [Cl:16][C:17]1[CH:18]=[CH:19][CH:20]=[C:21]([OH:30])[C:22]=1[C:23]1[CH:28]=[CH:27][CH:26]=[CH:25][C:24]=1[CH3:29]. The yield is 0.770. (2) The reactants are [CH2:1]([O:4][CH2:5][CH2:6]Cl)[CH2:2]Cl.C(=O)([O-])[O-].[K+].[K+].[I-].[K+].[O:16]=[C:17]([CH3:23])[CH2:18][C:19]([O:21][CH3:22])=[O:20]. The catalyst is O.CN(C)C=O. The product is [C:17]([C:18]1([C:19]([O:21][CH3:22])=[O:20])[CH2:6][CH2:5][O:4][CH2:1][CH2:2]1)(=[O:16])[CH3:23]. The yield is 0.500. (3) The reactants are F[B-](F)(F)F.[O:6]=[N+:7]=[O:8].C(Cl)Cl.[Br:12][C:13]1[CH:18]=[CH:17][C:16]([F:19])=[CH:15][C:14]=1[CH3:20]. The catalyst is CCCCCC. The product is [Br:12][C:13]1[CH:18]=[C:17]([N+:7]([O-:8])=[O:6])[C:16]([F:19])=[CH:15][C:14]=1[CH3:20]. The yield is 0.530. (4) The reactants are O.[OH-].[Cs+].[N:4]1[CH:9]=[CH:8][CH:7]=[CH:6][C:5]=1[CH:10]([NH2:12])[CH3:11].[C:13]([O:17][C:18]([N:20]1[C:24]2[CH:25]=[CH:26][CH:27]=[CH:28][C:23]=2[N:22]=[C:21]1[CH2:29]Cl)=[O:19])([CH3:16])([CH3:15])[CH3:14]. The catalyst is CN(C1C=CN=CC=1)C.CN(C=O)C. The product is [C:13]([O:17][C:18]([N:20]1[C:24]2[CH:25]=[CH:26][CH:27]=[CH:28][C:23]=2[NH:22][CH:21]1[CH2:29][NH:12][CH:10]([C:5]1[CH:6]=[CH:7][CH:8]=[CH:9][N:4]=1)[CH3:11])=[O:19])([CH3:16])([CH3:14])[CH3:15]. The yield is 0.610. (5) The reactants are Cl.Cl.[CH2:3]([O:10][NH:11][C@H:12]1[CH2:17][NH:16][C@H:15]([C:18]([O:20][CH3:21])=[O:19])[CH2:14][CH2:13]1)[C:4]1[CH:9]=[CH:8][CH:7]=[CH:6][CH:5]=1.C(=O)([O-])[O-].[K+].[K+]. The catalyst is C(OCC)(=O)C. The product is [CH2:3]([O:10][NH:11][C@H:12]1[CH2:17][NH:16][C@H:15]([C:18]([O:20][CH3:21])=[O:19])[CH2:14][CH2:13]1)[C:4]1[CH:5]=[CH:6][CH:7]=[CH:8][CH:9]=1. The yield is 0.940. (6) The reactants are [CH3:1][C:2]([CH3:9])([C:6](Cl)=[O:7])[C:3](Cl)=[O:4].CN(C)C(=O)C.Cl.[CH2:17]([O:24][C:25]1[CH:30]=[C:29]([NH:31][CH3:32])[C:28]([NH2:33])=[CH:27][CH:26]=1)[C:18]1[CH:23]=[CH:22][CH:21]=[CH:20][CH:19]=1. The catalyst is O. The product is [CH2:17]([O:24][C:25]1[CH:26]=[CH:27][C:28]2[NH:33][C:6](=[O:7])[C:2]([CH3:9])([CH3:1])[C:3](=[O:4])[N:31]([CH3:32])[C:29]=2[CH:30]=1)[C:18]1[CH:19]=[CH:20][CH:21]=[CH:22][CH:23]=1. The yield is 0.830.